From a dataset of Forward reaction prediction with 1.9M reactions from USPTO patents (1976-2016). Predict the product of the given reaction. Given the reactants [F:1][C:2]1[C:7]2[C:8]([C:18](=[O:21])[NH:19][CH3:20])=[C:9]([C:11]3[CH:16]=[CH:15][C:14]([F:17])=[CH:13][CH:12]=3)[O:10][C:6]=2[CH:5]=[CH:4][C:3]=1[C:22]1[CH:23]=[C:24]([CH:28]=[CH:29][C:30]=1[CH3:31])[C:25]([OH:27])=O.[F:32][C:33]1[CH:34]=[N:35][C:36]([C:39]2([NH2:42])[CH2:41][CH2:40]2)=[N:37][CH:38]=1.C(N(CC)CC)C, predict the reaction product. The product is: [F:1][C:2]1[C:7]2[C:8]([C:18]([NH:19][CH3:20])=[O:21])=[C:9]([C:11]3[CH:12]=[CH:13][C:14]([F:17])=[CH:15][CH:16]=3)[O:10][C:6]=2[CH:5]=[CH:4][C:3]=1[C:22]1[CH:23]=[C:24]([C:25](=[O:27])[NH:42][C:39]2([C:36]3[N:37]=[CH:38][C:33]([F:32])=[CH:34][N:35]=3)[CH2:41][CH2:40]2)[CH:28]=[CH:29][C:30]=1[CH3:31].